This data is from Full USPTO retrosynthesis dataset with 1.9M reactions from patents (1976-2016). The task is: Predict the reactants needed to synthesize the given product. (1) Given the product [C:25]([O:29][C:30]([N:32]1[CH2:33][C@H:34]([CH2:42][N:43]([CH2:44][CH:45]([CH3:46])[CH3:47])[S:48]([C:51]2[CH:56]=[CH:55][CH:54]=[CH:53][CH:52]=2)(=[O:50])=[O:49])[C@H:35]([CH2:37][N:38]([CH:39]([CH3:41])[CH3:40])[C:17](=[O:18])[C:16]2[CH:20]=[CH:21][C:22]([O:23][CH3:24])=[C:14]([O:13][CH2:12][CH2:11][CH2:10][O:9][CH3:8])[CH:15]=2)[CH2:36]1)=[O:31])([CH3:26])([CH3:27])[CH3:28], predict the reactants needed to synthesize it. The reactants are: C(N(CC)CC)C.[CH3:8][O:9][CH2:10][CH2:11][CH2:12][O:13][C:14]1[CH:15]=[C:16]([CH:20]=[CH:21][C:22]=1[O:23][CH3:24])[C:17](Cl)=[O:18].[C:25]([O:29][C:30]([N:32]1[CH2:36][C@@H:35]([CH2:37][NH:38][CH:39]([CH3:41])[CH3:40])[C@H:34]([CH2:42][N:43]([S:48]([C:51]2[CH:56]=[CH:55][CH:54]=[CH:53][CH:52]=2)(=[O:50])=[O:49])[CH2:44][CH:45]([CH3:47])[CH3:46])[CH2:33]1)=[O:31])([CH3:28])([CH3:27])[CH3:26].C([O-])(O)=O.[Na+]. (2) Given the product [NH:59]1[C:63]2[CH2:64][CH2:65][CH2:66][CH2:67][C:62]=2[N:61]=[C:60]1[NH:68][C:23]([C:22]1[C:16]2[N:15]=[C:14]([NH:13][C:11]([C:3]3[N:2]=[CH:1][C:10]4[C:5]([CH:4]=3)=[CH:6][CH:7]=[CH:8][CH:9]=4)=[O:12])[NH:18][C:17]=2[CH:19]=[CH:20][CH:21]=1)=[O:25], predict the reactants needed to synthesize it. The reactants are: [CH:1]1[C:10]2[C:5](=[CH:6][CH:7]=[CH:8][CH:9]=2)[CH:4]=[C:3]([C:11]([NH:13][C:14]2[NH:15][C:16]3[C:22]([C:23]([OH:25])=O)=[CH:21][CH:20]=[CH:19][C:17]=3[N:18]=2)=[O:12])[N:2]=1.CN(C(ON1N=NC2C=CC=CC1=2)=[N+](C)C)C.F[P-](F)(F)(F)(F)F.CCN(C(C)C)C(C)C.[NH:59]1[C:63]2[CH2:64][CH2:65][CH2:66][CH2:67][C:62]=2[N:61]=[C:60]1[NH2:68]. (3) The reactants are: F[P-](F)(F)(F)(F)F.[N:8]1(O[P+](N(C)C)(N(C)C)N(C)C)[C:12]2[CH:13]=[CH:14][CH:15]=[CH:16][C:11]=2[N:10]=N1.OC1C2N=N[NH:34]C=2C=CC=1.[Cl-].[NH4+].C(N(C(C)C)CC)(C)C.C(C1N=CC([C:57]2[C:69]3[C:68]4[C:63](=[CH:64][CH:65]=[CH:66][CH:67]=4)[N:62]([C:70]4[CH:78]=[CH:77][C:73]([C:74](O)=[O:75])=[C:72]([NH:79][CH2:80][CH2:81][F:82])[CH:71]=4)[C:61]=3[CH:60]=[CH:59][CH:58]=2)=CC=1)#N. Given the product [C:11]([C:16]1[N:8]=[CH:12][C:13]([C:57]2[C:69]3[C:68]4[C:63](=[CH:64][CH:65]=[CH:66][CH:67]=4)[N:62]([C:70]4[CH:78]=[CH:77][C:73]([C:74]([NH2:34])=[O:75])=[C:72]([NH:79][CH2:80][CH2:81][F:82])[CH:71]=4)[C:61]=3[CH:60]=[CH:59][CH:58]=2)=[CH:14][CH:15]=1)#[N:10], predict the reactants needed to synthesize it. (4) Given the product [O:5]=[C:6]1[CH2:10][CH2:9][CH2:8][C@@:7]1([CH2:4][CH2:3][CH:1]=[O:2])[C:11]([O:13][C:14]([CH3:17])([CH3:16])[CH3:15])=[O:12], predict the reactants needed to synthesize it. The reactants are: [CH:1]([CH:3]=[CH2:4])=[O:2].[O:5]=[C:6]1[CH2:10][CH2:9][CH2:8][CH:7]1[C:11]([O:13][C:14]([CH3:17])([CH3:16])[CH3:15])=[O:12].